Dataset: Forward reaction prediction with 1.9M reactions from USPTO patents (1976-2016). Task: Predict the product of the given reaction. (1) Given the reactants [OH:1][CH2:2][C:3]([CH2:7][OH:8])([CH2:5][OH:6])[CH3:4].[CH3:9][O:10][C:11]1[CH:12]=[C:13]2[C:18](=[CH:19][CH:20]=1)[CH:17]=[C:16]([C@H:21]([CH3:25])[C:22](O)=[O:23])[CH:15]=[CH:14]2.Cl.CN(C)CCCN=C=NCC.C(N(CC)CC)C, predict the reaction product. The product is: [CH3:9][O:10][C:11]1[CH:12]=[C:13]2[C:18](=[CH:19][CH:20]=1)[CH:17]=[C:16]([C@H:21]([CH3:25])[C:22]([O:1][CH2:2][C:3]([CH2:7][OH:8])([CH3:4])[CH2:5][OH:6])=[O:23])[CH:15]=[CH:14]2. (2) Given the reactants [F:1][C:2]1[CH:7]=[C:6]([C:8]([F:11])([F:10])[F:9])[CH:5]=[CH:4][C:3]=1[CH:12]1[CH2:17][CH:16]([C:18]([O:20]C)=[O:19])[CH2:15][CH2:14][N:13]1[C:22]([O:24][CH3:25])=[O:23].[Br-].[Li+].CCN(CC)CC.CC(OC)(C)C, predict the reaction product. The product is: [F:1][C:2]1[CH:7]=[C:6]([C:8]([F:10])([F:9])[F:11])[CH:5]=[CH:4][C:3]=1[CH:12]1[CH2:17][CH:16]([C:18]([OH:20])=[O:19])[CH2:15][CH2:14][N:13]1[C:22]([O:24][CH3:25])=[O:23]. (3) The product is: [CH3:1][CH2:2][CH:3]1[NH:35][C:33](=[O:34])[CH:32]([NH:36][C:37]([C:39]2[N:44]=[CH:43][CH:42]=[CH:41][C:40]=2[OH:45])=[O:38])[CH:31]([CH3:46])[O:30][C:28](=[O:29])[CH:27]([C:47]2[CH:52]=[CH:51][CH:50]=[CH:49][CH:48]=2)[NH:26][C:24](=[O:25])[CH:23]2[N:17]([CH2:18][CH2:19][C:20]([CH2:22]2)=[O:21])[C:15](=[O:16])[CH:14]([CH2:53][C:54]2[CH:59]=[CH:58][CH:57]=[CH:56][CH:55]=2)[N:13]([CH3:60])[C:11](=[O:12])[CH:10]2[N:6]([CH2:7][CH2:8][CH2:9]2)[C:4]1=[O:5]. Given the reactants [CH3:1][CH2:2][C@H:3]1[NH:35][C:33](=[O:34])[C@@H:32]([NH:36][C:37]([C:39]2[N:44]=[CH:43][CH:42]=[CH:41][C:40]=2[OH:45])=[O:38])[C@@H:31]([CH3:46])[O:30][C:28](=[O:29])[C@H:27]([C:47]2[CH:52]=[CH:51][CH:50]=[CH:49][CH:48]=2)[NH:26][C:24](=[O:25])[C@H:23]2[N:17]([CH2:18][CH2:19][C:20]([CH2:22]2)=[O:21])[C:15](=[O:16])[CH:14]([CH2:53][C:54]2[CH:59]=[CH:58][CH:57]=[CH:56][CH:55]=2)[N:13]([CH3:60])[C:11](=[O:12])[C@H:10]2[N:6]([CH2:7][CH2:8][CH2:9]2)[C:4]1=[O:5].C[C@H]1[C@@H](C(C)C)OC(=O)C2N(CCC=2)C(=O)C2=COC(=N2)CC(=O)C[C@H](O)C=C(C)C=CCNC(=O)C=C1.C(O)(=O)C(C)O.C1C(C2OC(CCC(O)=O)=CC=2)=CC=C(Cl)C=1.OC[C@@H]([C@H]([C@@H]([C@@H](CO)O)O)O)O.[OH-].[Na+], predict the reaction product. (4) Given the reactants C([O:8][C:9]1[C:14]([CH2:15][N:16]2[CH2:25][CH2:24][C:23]3[C:22]([C:26]([N:28]([CH3:30])[CH3:29])=[O:27])=[CH:21][C:20]([O:31][CH:32]([CH3:34])[CH3:33])=[C:19]([Cl:35])[C:18]=3[C:17]2=[O:36])=[C:13]([CH3:37])[CH:12]=[C:11]([CH3:38])[N:10]=1)C1C=CC=CC=1.C(O)(C(F)(F)F)=O, predict the reaction product. The product is: [Cl:35][C:19]1[C:18]2[C:17](=[O:36])[N:16]([CH2:15][C:14]3[C:9](=[O:8])[NH:10][C:11]([CH3:38])=[CH:12][C:13]=3[CH3:37])[CH2:25][CH2:24][C:23]=2[C:22]([C:26]([N:28]([CH3:30])[CH3:29])=[O:27])=[CH:21][C:20]=1[O:31][CH:32]([CH3:34])[CH3:33]. (5) Given the reactants [Br:1]N1C(=O)CCC1=O.[Cl:9][C:10]1[CH:11]=[C:12]2[C:16](=[CH:17][CH:18]=1)[NH:15][C:14]([C:19]([O:21][CH2:22][CH3:23])=[O:20])=[CH:13]2, predict the reaction product. The product is: [Br:1][C:13]1[C:12]2[C:16](=[CH:17][CH:18]=[C:10]([Cl:9])[CH:11]=2)[NH:15][C:14]=1[C:19]([O:21][CH2:22][CH3:23])=[O:20]. (6) Given the reactants [Cl:1][C:2]1[C:9]([N+:10]([O-])=O)=[CH:8][CH:7]=[C:6]([Cl:13])[C:3]=1[C:4]#[N:5].[OH-].[Na+], predict the reaction product. The product is: [NH2:10][C:9]1[C:2]([Cl:1])=[C:3]([C:6]([Cl:13])=[CH:7][CH:8]=1)[C:4]#[N:5]. (7) Given the reactants Cl[CH2:2][C:3]([N:5]([CH:17]1[CH:24]2[CH2:25][CH:20]3[CH2:21][CH:22]([CH2:26][CH:18]1[CH2:19]3)[CH2:23]2)[NH:6][C:7]([O:9][CH2:10][C:11]1[CH:16]=[CH:15][CH:14]=[CH:13][CH:12]=1)=[O:8])=[O:4].CC(C)([O-])C.[K+].[Cl-].[NH4+], predict the reaction product. The product is: [CH:18]12[CH2:26][CH:22]3[CH2:21][CH:20]([CH2:25][CH:24]([CH2:23]3)[CH:17]1[N:5]1[C:3](=[O:4])[CH2:2][N:6]1[C:7]([O:9][CH2:10][C:11]1[CH:16]=[CH:15][CH:14]=[CH:13][CH:12]=1)=[O:8])[CH2:19]2.